This data is from Catalyst prediction with 721,799 reactions and 888 catalyst types from USPTO. The task is: Predict which catalyst facilitates the given reaction. (1) Reactant: [ClH:1].C(N(CC)CC)C.CN(C)C1C=CC=CC=1.O=P(Cl)(Cl)Cl.[C:23]([O:27][C:28](=[O:44])[NH:29][C:30]1[CH:35]=[CH:34][C:33]([CH2:36][C:37]2[CH:42]=[C:41](O)[N:40]=[CH:39][N:38]=2)=[CH:32][CH:31]=1)([CH3:26])([CH3:25])[CH3:24]. Product: [C:23]([O:27][C:28](=[O:44])[NH:29][C:30]1[CH:35]=[CH:34][C:33]([CH2:36][C:37]2[CH:42]=[C:41]([Cl:1])[N:40]=[CH:39][N:38]=2)=[CH:32][CH:31]=1)([CH3:26])([CH3:25])[CH3:24]. The catalyst class is: 23. (2) Reactant: [Si:1]([O:8][CH2:9][CH:10]([NH:17][C:18](=[O:24])[O:19][C:20]([CH3:23])([CH3:22])[CH3:21])[C:11](N(OC)C)=[O:12])([C:4]([CH3:7])([CH3:6])[CH3:5])([CH3:3])[CH3:2].[CH3:25][CH2:26][Mg+].[Br-]. Product: [Si:1]([O:8][CH2:9][CH:10]([NH:17][C:18](=[O:24])[O:19][C:20]([CH3:21])([CH3:22])[CH3:23])[C:11](=[O:12])[CH2:25][CH3:26])([C:4]([CH3:5])([CH3:6])[CH3:7])([CH3:2])[CH3:3]. The catalyst class is: 1. (3) Reactant: [CH2:1]([O:8][C:9]([N:11]1[CH2:16][CH2:15][N:14]([C:17]2[CH:22]=[CH:21][CH:20]=[C:19]([O:23][CH3:24])[C:18]=2[CH2:25][CH:26]2COC(C)(C)[O:27]2)[CH2:13][CH2:12]1)=[O:10])[C:2]1[CH:7]=[CH:6][CH:5]=[CH:4][CH:3]=1.Cl.C(OCC)(=O)C. Product: [CH3:24][O:23][C:19]1[CH:20]=[CH:21][CH:22]=[C:17]([N:14]2[CH2:13][CH2:12][N:11]([C:9]([O:8][CH2:1][C:2]3[CH:3]=[CH:4][CH:5]=[CH:6][CH:7]=3)=[O:10])[CH2:16][CH2:15]2)[C:18]=1[CH2:25][CH:26]=[O:27]. The catalyst class is: 5. (4) Reactant: [Br:1][C:2]1[C:3](F)=[C:4]2[C:10]([NH:11][C:12](=[O:20])[C:13]3[C:18]([CH3:19])=[CH:17][CH:16]=[CH:15][N:14]=3)=[CH:9][NH:8][C:5]2=[N:6][CH:7]=1.[NH:22]1[CH2:27][CH2:26][CH2:25][C@@H:24]([NH:28][C:29](=[O:35])[O:30][C:31]([CH3:34])([CH3:33])[CH3:32])[CH2:23]1. Product: [Br:1][C:2]1[C:3]([N:22]2[CH2:27][CH2:26][CH2:25][C@@H:24]([NH:28][C:29](=[O:35])[O:30][C:31]([CH3:33])([CH3:32])[CH3:34])[CH2:23]2)=[C:4]2[C:10]([NH:11][C:12](=[O:20])[C:13]3[C:18]([CH3:19])=[CH:17][CH:16]=[CH:15][N:14]=3)=[CH:9][NH:8][C:5]2=[N:6][CH:7]=1. The catalyst class is: 114. (5) Reactant: [CH3:1][C:2]1[CH:12]=[C:11]([C:13](=O)[NH:14][CH2:15][Si:16]([CH3:19])([CH3:18])[CH3:17])[CH:10]=[CH:9][C:3]=1[C:4]([O:6][CH2:7][CH3:8])=[O:5].COC1C=CC(P2(SP(C3C=CC(OC)=CC=3)(=S)S2)=[S:30])=CC=1. Product: [CH3:1][C:2]1[CH:12]=[C:11]([C:13](=[S:30])[NH:14][CH2:15][Si:16]([CH3:19])([CH3:18])[CH3:17])[CH:10]=[CH:9][C:3]=1[C:4]([O:6][CH2:7][CH3:8])=[O:5]. The catalyst class is: 93. (6) Reactant: [C:1]([NH:4][C:5]1[CH:6]=[C:7]2[C:18]3[CH:17]=[CH:16][C:15]([O:19][CH2:20][C@:21]([NH:27]C(=O)OCC4C=CC=CC=4)([CH3:26])[CH2:22][C:23]([CH3:25])=[CH2:24])=[CH:14][C:13]=3[O:12][CH2:11][C:8]2=[CH:9][N:10]=1)(=[O:3])[CH3:2].C1COCC1. Product: [NH2:27][C@@:21]([CH3:26])([CH2:22][CH:23]([CH3:24])[CH3:25])[CH2:20][O:19][C:15]1[CH:16]=[CH:17][C:18]2[C:7]3[C:8](=[CH:9][N:10]=[C:5]([NH:4][C:1](=[O:3])[CH3:2])[CH:6]=3)[CH2:11][O:12][C:13]=2[CH:14]=1. The catalyst class is: 5.